Dataset: Reaction yield outcomes from USPTO patents with 853,638 reactions. Task: Predict the reaction yield, written as a fraction of the theoretical maximum amount of product (1.0 means a 100% yield; for example, 0.34 means a 34% yield). (1) The reactants are [O:1]1[CH2:3][CH:2]1[CH2:4][N:5]1[CH2:10][CH2:9][O:8][CH2:7][CH2:6]1.[NH3:11]. No catalyst specified. The product is [NH2:11][CH2:3][CH:2]([OH:1])[CH2:4][N:5]1[CH2:10][CH2:9][O:8][CH2:7][CH2:6]1. The yield is 0.990. (2) The catalyst is CO.O. The yield is 0.240. The reactants are [CH:1]([S:3]([N:6]1[CH2:11][CH2:10][N:9]([C:12]2[CH:17]=[C:16]([C:18]3[N:22]([CH3:23])[C:21]4[CH:24]=[CH:25][CH:26]=[CH:27][C:20]=4[N:19]=3)[C:15]([F:28])=[CH:14][N:13]=2)[CH2:8][CH2:7]1)(=[O:5])=[O:4])=[CH2:2].[OH-:29].[Na+].C(Cl)Cl.[CH3:34]O. The product is [F:28][C:15]1[C:16]([C:18]2[N:22]([CH3:23])[C:21]3[CH:24]=[CH:25][CH:26]=[CH:27][C:20]=3[N:19]=2)=[CH:17][C:12]([N:9]2[CH2:10][CH2:11][N:6]([S:3]([CH2:1][CH2:2][O:29][CH3:34])(=[O:5])=[O:4])[CH2:7][CH2:8]2)=[N:13][CH:14]=1. (3) The reactants are [H-].[Na+].[CH3:3][O:4][C:5]1[CH:6]=[C:7]2[C:11](=[CH:12][CH:13]=1)[NH:10][C:9](=[O:14])[CH2:8]2.[CH3:15]OS(OC)(=O)=O. The catalyst is C1(C)C=CC=CC=1. The product is [CH3:3][O:4][C:5]1[CH:6]=[C:7]2[C:11](=[CH:12][CH:13]=1)[N:10]([CH3:15])[C:9](=[O:14])[CH2:8]2. The yield is 0.530. (4) The reactants are [C:1]([CH:4]1[CH:8]([CH3:9])O[C:5]1=[O:6])(=O)[CH3:2].[NH2:10][C:11]1[C:16]([O:17][CH2:18][C:19]2[CH:24]=[CH:23][CH:22]=[CH:21][CH:20]=2)=[CH:15][CH:14]=[CH:13][N:12]=1.O.C1(C)C=CC(S(O)(=O)=O)=CC=1.P(Cl)(Cl)([Cl:39])=O. The catalyst is C1(OC)C=CC=CC=1.O. The product is [CH2:18]([O:17][C:16]1[C:11]2=[N:10][C:8]([CH3:9])=[C:4]([CH2:1][CH2:2][Cl:39])[C:5](=[O:6])[N:12]2[CH:13]=[CH:14][CH:15]=1)[C:19]1[CH:20]=[CH:21][CH:22]=[CH:23][CH:24]=1. The yield is 0.687. (5) The reactants are [CH3:1][O:2][C:3](=[O:23])[C@H:4]([CH2:13][NH:14][C:15](=[O:22])[C:16]1[CH:21]=[CH:20][CH:19]=[CH:18][CH:17]=1)[NH:5]C(OC(C)(C)C)=O. The catalyst is ClCCl.FC(F)(F)C(O)=O. The product is [CH3:1][O:2][C:3](=[O:23])[C@H:4]([CH2:13][NH:14][C:15](=[O:22])[C:16]1[CH:21]=[CH:20][CH:19]=[CH:18][CH:17]=1)[NH2:5]. The yield is 0.560. (6) The reactants are [CH:1]1[CH:6]=[C:5]2[CH:7]=[CH:8][CH:9]=[C:10]([NH2:11])[C:4]2=[CH:3][CH:2]=1.C(N(CC)CC)C.Cl.[N:20]1([CH2:26][CH2:27][C:28]2[N:32]3[CH:33]=[CH:34][CH:35]=[CH:36][C:31]3=[C:30]([C:37](Cl)=[O:38])[N:29]=2)[CH2:25][CH2:24][O:23][CH2:22][CH2:21]1. The catalyst is C(Cl)Cl. The product is [C:10]1([NH:11][C:37]([C:30]2[N:29]=[C:28]([CH2:27][CH2:26][N:20]3[CH2:21][CH2:22][O:23][CH2:24][CH2:25]3)[N:32]3[CH:33]=[CH:34][CH:35]=[CH:36][C:31]=23)=[O:38])[C:4]2[C:5](=[CH:6][CH:1]=[CH:2][CH:3]=2)[CH:7]=[CH:8][CH:9]=1. The yield is 0.320.